This data is from Full USPTO retrosynthesis dataset with 1.9M reactions from patents (1976-2016). The task is: Predict the reactants needed to synthesize the given product. (1) Given the product [CH3:15][N:5]1[CH:6]=[CH:7][CH:8]=[C:9]([C:10]([O:12][CH3:13])=[O:11])[C:4]1=[O:3], predict the reactants needed to synthesize it. The reactants are: [H-].[Li+].[O:3]=[C:4]1[C:9]([C:10]([O:12][CH3:13])=[O:11])=[CH:8][CH:7]=[CH:6][NH:5]1.I[CH3:15]. (2) Given the product [N:1]1[CH:6]=[CH:5][CH:4]=[C:3]([C:7](=[N:24][OH:25])[CH2:8][CH2:9][CH:10]2[CH2:15][CH2:14][O:13][CH2:12][CH2:11]2)[CH:2]=1, predict the reactants needed to synthesize it. The reactants are: [N:1]1[CH:6]=[CH:5][CH:4]=[C:3]([C:7](=O)[CH2:8][CH2:9][CH:10]2[CH2:15][CH2:14][O:13][CH2:12][CH2:11]2)[CH:2]=1.C([O-])([O-])=O.[Na+].[Na+].Cl.[NH2:24][OH:25].C([O-])([O-])=O.[K+].[K+]. (3) Given the product [CH3:1][O:2][C:3](=[O:14])[CH2:4][C:5]1[CH:6]=[C:7]([C:69]2[CH:68]=[CH:67][C:66]([C:63]([CH2:81][CH3:82])([C:60]3[CH:61]=[CH:62][C:57](/[CH:56]=[CH:55]/[C:54]([CH2:84][CH3:85])([OH:86])[CH2:52][CH3:53])=[C:58]([CH3:83])[CH:59]=3)[CH2:64][CH3:65])=[CH:71][CH:70]=2)[C:8]([O:11][CH3:12])=[CH:9][CH:10]=1, predict the reactants needed to synthesize it. The reactants are: [CH3:1][O:2][C:3](=[O:14])[CH2:4][C:5]1[CH:10]=[CH:9][C:8]([O:11][CH3:12])=[C:7](Br)[CH:6]=1.C1(P(C2CCCCC2)C2C=CC=CC=2C2C(OC)=CC=CC=2OC)CCCCC1.P([O-])([O-])([O-])=O.[K+].[K+].[K+].[CH2:52]([C:54]([OH:86])([CH2:84][CH3:85])/[CH:55]=[CH:56]/[C:57]1[CH:62]=[CH:61][C:60]([C:63]([CH2:81][CH3:82])([C:66]2[CH:71]=[CH:70][C:69](B3OC(C)(C)C(C)(C)O3)=[CH:68][CH:67]=2)[CH2:64][CH3:65])=[CH:59][C:58]=1[CH3:83])[CH3:53].C(=O)(O)[O-].[Na+]. (4) The reactants are: N(C(OC(C)C)=O)=NC(OC(C)C)=O.[CH3:15][S:16]([C:19]1[CH:24]=[CH:23][C:22]([C:25]2[N:30]=[CH:29][C:28]([OH:31])=[CH:27][CH:26]=2)=[CH:21][CH:20]=1)(=[O:18])=[O:17].[CH3:32][CH:33]([C:35]1[N:39]=[C:38]([N:40]2[CH2:45][CH2:44][CH:43]([CH2:46]O)[CH2:42][CH2:41]2)[O:37][N:36]=1)[CH3:34].C1C=CC(P(C2C=CC=CC=2)C2C=CC=CC=2)=CC=1. Given the product [CH3:34][CH:33]([C:35]1[N:39]=[C:38]([N:40]2[CH2:41][CH2:42][CH:43]([CH2:46][O:31][C:28]3[CH:27]=[CH:26][C:25]([C:22]4[CH:21]=[CH:20][C:19]([S:16]([CH3:15])(=[O:18])=[O:17])=[CH:24][CH:23]=4)=[N:30][CH:29]=3)[CH2:44][CH2:45]2)[O:37][N:36]=1)[CH3:32], predict the reactants needed to synthesize it.